This data is from Forward reaction prediction with 1.9M reactions from USPTO patents (1976-2016). The task is: Predict the product of the given reaction. (1) Given the reactants [Cl:1][C:2]1[CH:3]=[C:4]2[C:9](=[CH:10][C:11]=1[OH:12])[O:8][CH:7]=[C:6]([C:13]1[CH:22]=[CH:21][C:16]3[O:17][CH2:18][CH2:19][O:20][C:15]=3[CH:14]=1)[C:5]2=O.O.[NH2:25][NH2:26], predict the reaction product. The product is: [Cl:1][C:2]1[CH:3]=[C:4]([C:5]2[C:6]([C:13]3[CH:22]=[CH:21][C:16]4[O:17][CH2:18][CH2:19][O:20][C:15]=4[CH:14]=3)=[CH:7][NH:26][N:25]=2)[C:9]([OH:8])=[CH:10][C:11]=1[OH:12]. (2) Given the reactants CCN(C(C)C)C(C)C.[F:10][C:11]([F:28])([F:27])[O:12][C:13]1[CH:14]=[CH:15][CH:16]=[C:17]2[C:22]=1[O:21][C:20](=[O:23])[C:19]([C:24]([OH:26])=O)=[CH:18]2.CN(C(ON1N=NC2C=CC=NC1=2)=[N+](C)C)C.F[P-](F)(F)(F)(F)F.[O:53]1[C:57]2[CH:58]=[CH:59][C:60]([C:62]3[CH:63]=[C:64]([NH2:68])[CH:65]=[CH:66][CH:67]=3)=[CH:61][C:56]=2[CH2:55][CH2:54]1, predict the reaction product. The product is: [O:53]1[C:57]2[CH:58]=[CH:59][C:60]([C:62]3[CH:63]=[C:64]([NH:68][C:24]([C:19]4[C:20](=[O:23])[O:21][C:22]5[C:17]([CH:18]=4)=[CH:16][CH:15]=[CH:14][C:13]=5[O:12][C:11]([F:10])([F:28])[F:27])=[O:26])[CH:65]=[CH:66][CH:67]=3)=[CH:61][C:56]=2[CH2:55][CH2:54]1. (3) Given the reactants [CH2:1]([Mg]Cl)[CH3:2].[C:5]([NH:8][C:9]1[CH:20]=[CH:19][C:12]([C:13](N(OC)C)=[O:14])=[CH:11][N:10]=1)(=[O:7])[CH3:6], predict the reaction product. The product is: [C:13]([C:12]1[CH:19]=[CH:20][C:9]([NH:8][C:5](=[O:7])[CH3:6])=[N:10][CH:11]=1)(=[O:14])[CH2:1][CH3:2].